Dataset: Experimentally validated miRNA-target interactions with 360,000+ pairs, plus equal number of negative samples. Task: Binary Classification. Given a miRNA mature sequence and a target amino acid sequence, predict their likelihood of interaction. (1) Result: 1 (interaction). The miRNA is hsa-miR-1251-3p with sequence CGCUUUGCUCAGCCAGUGUAG. The protein sequence of the target gene is MMPGPRPRKGPQARGQGVAAAKQMGLFMEFGPEDMLLGMDEAEDDEDLEAELLALTGEAQTTGKKPAPKGQAPLPMAHIEKLAADCMRDVEEEEEEEGLEEDAELLTELQEVLGVDEETEPLDGDEVADPGGSEEENGLEDTEPPVQTAVLTASAPAAQAGASQGLHALLEERIHNYREAAASAKEAGEAAKARRCERGLKTLESQLASVRRGRKINEDEIPPPVALGKRPLAPQEPANRSPETDPPAPPALESDNPSQPETSLPGISAQPVSDLDPDPRALLSSRQREYKVAALSAKRA.... (2) The miRNA is hsa-miR-4421 with sequence ACCUGUCUGUGGAAAGGAGCUA. The protein sequence of the target gene is MAARVLVIGSGGREHTLAWKLAQSPQVKQVLVAPGNAGTACAGKISNAAVSVNDHSALAQFCKDEKIELVVVGPEAPLAAGIVGDLTSAGVRCFGPTAQAAQLESSKKFAKEFMDRHEIPTAQWRAFTNPEDACSFITSANFPALVVKASGLAAGKGVIVAKSQAEACRAVQEIMQEKSFGAAGETVVVEEFLEGEEVSCLCFTDGKTVAEMPPAQDHKRLLDGDEGPNTGGMGAYCPAPQVSKDLLVKIKNTILQRAVDGMQQEGAPYTGILYAGIMLTKDGPKVLEFNCRFGDPECQV.... Result: 0 (no interaction). (3) The miRNA is mmu-miR-3961 with sequence UGCCCUCAGCUCAGUUGGA. The protein sequence of the target gene is MAASTGYVRLWGAARCWVLRRPMLAAAGGRVPTAAGAWLLRGQRTCDASPPWALWGRGPAIGGQWRGFWEASSRGGGAFSGGEDASEGGAEEGAGGAGGSAGAGEGPVITALTPMTIPDVFPHLPLIAITRNPVFPRFIKIIEVKNKKLVELLRRKVRLAQPYVGVFLKRDDSNESDVVESLDEIYHTGTFAQIHEMQDLGDKLRMIVMGHRRVHISRQLEVEPEEPEAENKHKPRRKSKRGKKEAEDELSARHPAELAMEPTPELPAEVLMVEVENVVHEDFQVTEEVKALTAEIVKTI.... Result: 0 (no interaction). (4) The miRNA is hsa-miR-889-3p with sequence UUAAUAUCGGACAACCAUUGU. The protein sequence of the target gene is MAELDIGQHCQVQHCRQRDFLPFVCDGCSGIFCLEHRSKDSHGCSEVNVVKERPKTDEHKSYSCSFKGCTDVELVAVICPYCEKNFCLRHRHQSDHDCEKLEVAKPRMAATQKLVRDIVDAKTGGAASKGRKGAKSSGTAAKVALMKLKMHADGDKSLPQTERTYFQVYLPKGSKEKSKAMFFCLRWSIGKVVDFAASLANLRNENNKLTAKKLRLCHVPSGEALPLDHTLERWITKEECPLYNGGNVILEYLNDEEQFLKNVDSYLE. Result: 0 (no interaction). (5) The miRNA is mmu-miR-3113-5p with sequence GUCCUGGCCCUGGUCCGGGUCC. The protein sequence of the target gene is MMCKAQEWLRVTALLFVARAVPAMVVPNATLLEKLLEKYMDEDGEWWTAKQRGKRAITDNDMQSILDLHNKLRSQVYPTASNMEYMTWDVELERSAESWAEMCLWEHGPASLLPSIGQNLGAHWGRYRPPTFHVQAWYDEVRDFSYPYENECDPYCPFRCSGPVCTHYTQVVWATSSRIGCAVNLCHNMNIWGQIWPKAVYLVCNYSPKGNWWGHAPYKHGRPCSACPPSFGGGCRENLCYKEGSDRYYTPREEETNEIERQQSQVHDTHVRTRSDDSDRNDVISTQQMSQIVSCEVRLR.... Result: 1 (interaction). (6) The miRNA is hsa-miR-505-3p with sequence CGUCAACACUUGCUGGUUUCCU. The protein sequence of the target gene is MLLFLSVPQPRPPGARTRAGAARVARWRRLRLQQLRRLRGLLRVLRGRPGAGSRRRGRMALCGQAAGAASLPSELIVHIFSFLPAPDRLRASASCSHWRECLFYPALWPQLRICLRVSPAEQPRLEFLMRKCGWFVRELRVEFAAENYLSGGGPGDGGGADTGTGGEEVEALQLSARWLEVLRTYLELVLCVLVSIRNNRNLQKFSLFGDISVLQQQGSLSNTYLSKVDPDGKKIKQIQQLFEEILSNSRQLKWLSCGFMLEIVTPTSLSSLSNAVANTMEHLSLLDNNIPGNSTLITAV.... Result: 1 (interaction). (7) The miRNA is hsa-miR-6500-5p with sequence AGGAGCUAUCCACUCCAGGUGUCC. The protein sequence of the target gene is MGDPRCAPLLLLLLLPLLFTPPAGDAAVITGACDKDSQCGGGMCCAVSIWVKSIRICTPMGQVGDSCHPLTRKSHVANGRQERRRAKRRKRKKEVPFWGRRMHHTCPCLPGLACLRTSFNRFICLARK. Result: 0 (no interaction).